Dataset: Reaction yield outcomes from USPTO patents with 853,638 reactions. Task: Predict the reaction yield, written as a fraction of the theoretical maximum amount of product (1.0 means a 100% yield; for example, 0.34 means a 34% yield). (1) The reactants are CON(C)[C:4]([C:6]1[C:7]([C:14]2[CH:19]=[CH:18][CH:17]=[CH:16][CH:15]=2)=[N:8][O:9][C:10]=1[CH:11]1[CH2:13][CH2:12]1)=[O:5].[CH3:21][Mg]Br. The catalyst is C1COCC1. The product is [CH:11]1([C:10]2[O:9][N:8]=[C:7]([C:14]3[CH:15]=[CH:16][CH:17]=[CH:18][CH:19]=3)[C:6]=2[C:4](=[O:5])[CH3:21])[CH2:12][CH2:13]1. The yield is 0.940. (2) The reactants are CCN=C=NCCCN(C)C.C1C=CC2N(O)N=NC=2C=1.[F:22][C:23]1[CH:28]=[C:27]([I:29])[CH:26]=[CH:25][C:24]=1[NH:30][C:31]1[C:39]([C:40]([OH:42])=O)=[C:38]2[N:34]([CH2:35][CH2:36][CH2:37]2)[C:33](=[O:43])[CH:32]=1.Cl.[CH:45]1([CH2:48][O:49][NH2:50])[CH2:47][CH2:46]1. The catalyst is CN(C=O)C.O. The product is [CH:45]1([CH2:48][O:49][NH:50][C:40]([C:39]2[C:31]([NH:30][C:24]3[CH:25]=[CH:26][C:27]([I:29])=[CH:28][C:23]=3[F:22])=[CH:32][C:33](=[O:43])[N:34]3[C:38]=2[CH2:37][CH2:36][CH2:35]3)=[O:42])[CH2:47][CH2:46]1. The yield is 0.250.